The task is: Predict the product of the given reaction.. This data is from Forward reaction prediction with 1.9M reactions from USPTO patents (1976-2016). (1) Given the reactants [Br:1][C:2]1[CH:15]=[CH:14][C:5]([CH2:6]OC(=N)C(Cl)(Cl)Cl)=[CH:4][CH:3]=1.[CH3:16][O:17][C:18](=[O:23])[C@H:19]([CH3:22])[CH2:20][OH:21].FC(F)(F)S(O)(=O)=O, predict the reaction product. The product is: [CH3:16][O:17][C:18](=[O:23])[C@H:19]([CH3:22])[CH2:20][O:21][CH2:6][C:5]1[CH:14]=[CH:15][C:2]([Br:1])=[CH:3][CH:4]=1. (2) The product is: [CH3:1][O:3][C:4]([C:6]1[N:7]=[C:8]([NH2:11])[S:9][CH:10]=1)=[O:5]. Given the reactants [CH2:1]([O:3][C:4]([C:6]1[N:7]=[C:8]([NH2:11])[S:9][CH:10]=1)=[O:5])C.C[O-].[Na+], predict the reaction product. (3) The product is: [F:1][C:2]1[CH:7]=[CH:6][C:5]([CH:8]2[CH2:9][CH2:10][N:11]([C:14]3[C:15]([N+:22]([O-:24])=[O:23])=[C:16]([O:21][CH2:31][C:32]([F:35])([F:34])[F:33])[N:17]=[C:18]([CH3:20])[N:19]=3)[CH2:12][CH2:13]2)=[CH:4][CH:3]=1. Given the reactants [F:1][C:2]1[CH:7]=[CH:6][C:5]([CH:8]2[CH2:13][CH2:12][N:11]([C:14]3[N:19]=[C:18]([CH3:20])[NH:17][C:16](=[O:21])[C:15]=3[N+:22]([O-:24])=[O:23])[CH2:10][CH2:9]2)=[CH:4][CH:3]=1.FC(F)(F)S(O[CH2:31][C:32]([F:35])([F:34])[F:33])(=O)=O.[Na].C(=O)([O-])[O-].[K+].[K+], predict the reaction product. (4) Given the reactants [F:1][C:2]([F:13])([F:12])[C:3]([O:5][CH2:6][CH2:7][O:8][CH2:9][CH:10]=[CH2:11])=[O:4].[SiH:14]([Cl:17])([Cl:16])[Cl:15], predict the reaction product. The product is: [F:1][C:2]([F:12])([F:13])[C:3]([O:5][CH2:6][CH2:7][O:8][CH2:9][CH2:10][CH2:11][Si:14]([Cl:17])([Cl:16])[Cl:15])=[O:4].